This data is from Peptide-MHC class II binding affinity with 134,281 pairs from IEDB. The task is: Regression. Given a peptide amino acid sequence and an MHC pseudo amino acid sequence, predict their binding affinity value. This is MHC class II binding data. (1) The peptide sequence is AEMLVLLENERTLDYYDS. The MHC is DRB1_0701 with pseudo-sequence DRB1_0701. The binding affinity (normalized) is 0.250. (2) The peptide sequence is YTTEGGTKTEAEDVI. The MHC is HLA-DQA10104-DQB10503 with pseudo-sequence HLA-DQA10104-DQB10503. The binding affinity (normalized) is 0. (3) The peptide sequence is PEGEGLQRLGPFSSF. The MHC is DRB1_0101 with pseudo-sequence DRB1_0101. The binding affinity (normalized) is 0.679. (4) The peptide sequence is GWIISNIFGAIPVLA. The MHC is HLA-DQA10101-DQB10501 with pseudo-sequence HLA-DQA10101-DQB10501. The binding affinity (normalized) is 0.444. (5) The MHC is DRB1_1501 with pseudo-sequence DRB1_1501. The peptide sequence is LVGPTPVNIIGRNLMTQIGC. The binding affinity (normalized) is 0.384. (6) The peptide sequence is DAAFKIAATAANAAP. The MHC is DRB1_0901 with pseudo-sequence DRB1_0901. The binding affinity (normalized) is 0.554. (7) The peptide sequence is DKKCIEWEKAQHGAC. The MHC is DRB1_0405 with pseudo-sequence DRB1_0405. The binding affinity (normalized) is 0.181. (8) The peptide sequence is GAQLGELYYAIYKAS. The MHC is HLA-DPA10103-DPB10301 with pseudo-sequence HLA-DPA10103-DPB10301. The binding affinity (normalized) is 0.125. (9) The peptide sequence is GAAMVEIALGGVMGG. The MHC is DRB5_0101 with pseudo-sequence DRB5_0101. The binding affinity (normalized) is 0.661.